From a dataset of Full USPTO retrosynthesis dataset with 1.9M reactions from patents (1976-2016). Predict the reactants needed to synthesize the given product. (1) Given the product [Cl:9][CH:10]([Cl:15])[C:11]1[N:8]=[C:6]2[CH:5]=[CH:4][CH:3]=[C:2]([F:1])[N:7]2[CH:13]=1, predict the reactants needed to synthesize it. The reactants are: [F:1][C:2]1[N:7]=[C:6]([NH2:8])[CH:5]=[CH:4][CH:3]=1.[Cl:9][CH:10]([Cl:15])[C:11]([CH2:13]Cl)=O. (2) Given the product [OH:30][CH2:29][CH:28]([NH:27][C:20]([C:18]1[C:17]2[C:12](=[CH:13][CH:14]=[C:15]([O:23][CH3:24])[CH:16]=2)[N:11]=[C:10]([C:4]2[CH:5]=[CH:6][C:7]([O:8][CH3:9])=[C:2]([F:1])[CH:3]=2)[N:19]=1)=[O:21])[CH2:31][C:32]1[C:36]2[CH:37]=[N:38][CH:39]=[CH:40][C:35]=2[NH:34][CH:33]=1, predict the reactants needed to synthesize it. The reactants are: [F:1][C:2]1[CH:3]=[C:4]([C:10]2[N:19]=[C:18]([C:20](O)=[O:21])[C:17]3[C:12](=[CH:13][CH:14]=[C:15]([O:23][CH3:24])[CH:16]=3)[N:11]=2)[CH:5]=[CH:6][C:7]=1[O:8][CH3:9].Cl.Cl.[NH2:27][CH:28]([CH2:31][C:32]1[C:36]2[CH:37]=[N:38][CH:39]=[CH:40][C:35]=2[NH:34][CH:33]=1)[CH2:29][OH:30].C1C=CC2N(O)N=NC=2C=1.CCN=C=NCCCN(C)C. (3) The reactants are: Cl[C:2]1[N:7]=[C:6]([NH:8][C:9]([C:11]2([C:14]3[CH:15]=[CH:16][C:17]4[O:21][CH2:20][CH2:19][C:18]=4[CH:22]=3)[CH2:13][CH2:12]2)=[O:10])[CH:5]=[C:4]([CH3:23])[CH:3]=1.[CH3:24][O:25][C:26]1[C:31](B(O)O)=[CH:30][CH:29]=[CH:28][N:27]=1.C([O-])([O-])=O.[Na+].[Na+]. Given the product [O:21]1[C:17]2[CH:16]=[CH:15][C:14]([C:11]3([C:9]([NH:8][C:6]4[N:7]=[C:2]([C:31]5[C:26]([O:25][CH3:24])=[N:27][CH:28]=[CH:29][CH:30]=5)[CH:3]=[C:4]([CH3:23])[CH:5]=4)=[O:10])[CH2:13][CH2:12]3)=[CH:22][C:18]=2[CH2:19][CH2:20]1, predict the reactants needed to synthesize it. (4) Given the product [CH3:3][CH:2]([C@:4]([C:24]1[CH:25]=[CH:26][C:27]([O:32][CH3:33])=[C:28]([O:30][CH3:31])[CH:29]=1)([C:22]#[N:23])[CH2:5][CH2:6][CH2:7][N:8]([CH2:10][CH2:11][C:12]1[CH:13]=[CH:14][C:15]([O:20][CH3:21])=[C:16]([O:18][CH3:19])[CH:17]=1)[CH3:9])[CH3:1].[ClH:34], predict the reactants needed to synthesize it. The reactants are: [CH3:1][CH:2]([C:4]([C:24]1[CH:25]=[CH:26][C:27]([O:32][CH3:33])=[C:28]([O:30][CH3:31])[CH:29]=1)([C:22]#[N:23])[CH2:5][CH2:6][CH2:7][N:8]([CH2:10][CH2:11][C:12]1[CH:13]=[CH:14][C:15]([O:20][CH3:21])=[C:16]([O:18][CH3:19])[CH:17]=1)[CH3:9])[CH3:3].[ClH:34]. (5) Given the product [CH:8]1[CH:9]=[C:5]([CH2:4][C:3]2[NH:21][CH:20]=[CH:19][CH:10]=2)[NH:6][CH:7]=1, predict the reactants needed to synthesize it. The reactants are: C([C:3]([C:10](OCC)=O)=[CH:4][C:5]1[NH:6][CH:7]=[CH:8][CH:9]=1)#N.C(O[CH2:19][C:20]1[NH:21]C(C(OCC2C=CC=CC=2)=O)=CC=1)(=O)C.C1(C)C=CC(S(O)(=O)=O)=CC=1. (6) Given the product [C:14]([O:13][C:11](=[O:12])[NH:1][CH2:2][CH2:3][C:4]1[CH:9]=[CH:8][C:7]([NH2:10])=[CH:6][CH:5]=1)([CH3:17])([CH3:16])[CH3:15], predict the reactants needed to synthesize it. The reactants are: [NH2:1][CH2:2][CH2:3][C:4]1[CH:9]=[CH:8][C:7]([NH2:10])=[CH:6][CH:5]=1.[C:11](O[C:11]([O:13][C:14]([CH3:17])([CH3:16])[CH3:15])=[O:12])([O:13][C:14]([CH3:17])([CH3:16])[CH3:15])=[O:12]. (7) Given the product [CH3:22][O:23][CH2:24][CH2:25][N:26]1[C:30]2=[N:31][CH:32]=[CH:33][CH:34]=[C:29]2[N:28]=[C:27]1[O:19][C:16]1[CH:17]=[CH:18][C:13]([N:6]2[C:7]3=[N:8][CH:9]=[CH:10][CH:11]=[C:12]3[N:4]3[CH:3]=[CH:2][N:1]=[C:5]23)=[CH:14][CH:15]=1, predict the reactants needed to synthesize it. The reactants are: [N:1]1[CH:2]=[CH:3][N:4]2[C:12]3[C:7](=[N:8][CH:9]=[CH:10][CH:11]=3)[N:6]([C:13]3[CH:18]=[CH:17][C:16]([OH:19])=[CH:15][CH:14]=3)[C:5]=12.[H-].[Na+].[CH3:22][O:23][CH2:24][CH2:25][N:26]1[C:30]2=[N:31][CH:32]=[CH:33][CH:34]=[C:29]2[N:28]=[C:27]1S(C)(=O)=O.O.